Task: Predict the reaction yield, written as a fraction of the theoretical maximum amount of product (1.0 means a 100% yield; for example, 0.34 means a 34% yield).. Dataset: Reaction yield outcomes from USPTO patents with 853,638 reactions (1) The reactants are [F:1][C:2]1[CH:7]=[CH:6][C:5]([CH:8]([N:10]2[CH2:15][CH2:14][N:13](C(OC(C)(C)C)=O)[CH2:12][CH2:11]2)[CH3:9])=[CH:4][CH:3]=1.Cl. The catalyst is CO. The product is [F:1][C:2]1[CH:7]=[CH:6][C:5]([CH:8]([N:10]2[CH2:11][CH2:12][NH:13][CH2:14][CH2:15]2)[CH3:9])=[CH:4][CH:3]=1. The yield is 1.00. (2) The reactants are [F:1][C:2]1[CH:7]=[CH:6][CH:5]=[CH:4][C:3]=1/[CH:8]=[CH:9]/[CH:10]1[CH2:15][CH2:14][N:13]([CH2:16][C:17]2[C:18]([O:23]C)=[N:19][CH:20]=[CH:21][N:22]=2)[CH2:12][CH2:11]1.C(=O)([O-])[O-].[Na+].[Na+].C(OCC)(=O)C. The catalyst is C(O)C.S(Cl)(Cl)=O. The product is [F:1][C:2]1[CH:7]=[CH:6][CH:5]=[CH:4][C:3]=1/[CH:8]=[CH:9]/[CH:10]1[CH2:11][CH2:12][N:13]([CH2:16][C:17]2[C:18](=[O:23])[NH:19][CH:20]=[CH:21][N:22]=2)[CH2:14][CH2:15]1. The yield is 0.630. (3) The yield is 0.970. The reactants are [NH:1]1[CH2:7][CH2:6][CH2:5][C@H:2]1[CH2:3][OH:4].[F:8][C:9]([F:16])([F:15])[C:10](OCC)=[O:11]. The product is [F:8][C:9]([F:16])([F:15])[C:10]([N:1]1[CH2:7][CH2:6][CH2:5][C@H:2]1[CH2:3][OH:4])=[O:11]. The catalyst is C1COCC1. (4) The reactants are [C:1]([C:3]1[CH:8]=[CH:7][C:6]([C:9]2[CH:10]=[N:11][N:12]([C:15]3[CH:23]=[CH:22][C:18]([C:19](O)=[O:20])=[CH:17][N:16]=3)[C:13]=2[OH:14])=[C:5]([CH3:24])[CH:4]=1)#[N:2].[CH3:25][O:26][CH2:27][CH2:28][CH2:29][CH2:30][NH2:31].Cl.CN(C)CCCN=C=NCC.C(N(CC)CC)C.C1C=CC2N(O)N=NC=2C=1.[Cl-].[NH4+]. The catalyst is CN(C=O)C. The product is [C:1]([C:3]1[CH:8]=[CH:7][C:6]([C:9]2[CH:10]=[N:11][N:12]([C:15]3[CH:23]=[CH:22][C:18]([C:19]([NH:31][CH2:30][CH2:29][CH2:28][CH2:27][O:26][CH3:25])=[O:20])=[CH:17][N:16]=3)[C:13]=2[OH:14])=[C:5]([CH3:24])[CH:4]=1)#[N:2]. The yield is 0.770. (5) The reactants are [O:1]=[C:2]([CH2:8][CH2:9][CH2:10][CH2:11][CH2:12][CH2:13][CH2:14][CH2:15][CH2:16][CH2:17][CH3:18])[CH2:3][C:4]([O:6]C)=[O:5].Cl.[Li+].[OH-].[CH:22]1([NH:28][CH:29]2[CH2:34][CH2:33][CH2:32][CH2:31][CH2:30]2)[CH2:27][CH2:26][CH2:25][CH2:24][CH2:23]1. The catalyst is CO.CCN(CC)CC. The product is [OH:1][C@H:2]([CH2:8][CH2:9][CH2:10][CH2:11][CH2:12][CH2:13][CH2:14][CH2:15][CH2:16][CH2:17][CH3:18])[CH2:3][C:4]([O-:6])=[O:5].[CH:29]1([NH2+:28][CH:22]2[CH2:23][CH2:24][CH2:25][CH2:26][CH2:27]2)[CH2:30][CH2:31][CH2:32][CH2:33][CH2:34]1. The yield is 0.910. (6) The reactants are [CH3:1][C:2]1[N:3]=[CH:4][C:5]([C:8]([NH:10][NH2:11])=[O:9])=[N:6][CH:7]=1.[Cl:12][C:13]1[CH:14]=[C:15]([C:19](=O)[CH:20]=[N:21][OH:22])[CH:16]=[CH:17][CH:18]=1. No catalyst specified. The product is [Cl:12][C:13]1[CH:14]=[C:15]([C:19](=[N:11][NH:10][C:8]([C:5]2[CH:4]=[N:3][C:2]([CH3:1])=[CH:7][N:6]=2)=[O:9])[CH:20]=[N:21][OH:22])[CH:16]=[CH:17][CH:18]=1. The yield is 0.200. (7) The reactants are [C:1]1([C:7]2[CH:8]=[N:9][C:10]3[C:15]([C:16]=2O)=[CH:14][CH:13]=[CH:12][C:11]=3[C:18]([F:21])([F:20])[F:19])[CH:6]=[CH:5][CH:4]=[CH:3][CH:2]=1.BrC1C=N[C:26]2[C:31](C=1O)=[CH:30][CH:29]=[CH:28][C:27]=2C(F)(F)F.C1(B(O)O)C=CC=CC=1.C([O-])(O)=O.[Na+]. The catalyst is C1C=CC([P]([Pd]([P](C2C=CC=CC=2)(C2C=CC=CC=2)C2C=CC=CC=2)([P](C2C=CC=CC=2)(C2C=CC=CC=2)C2C=CC=CC=2)[P](C2C=CC=CC=2)(C2C=CC=CC=2)C2C=CC=CC=2)(C2C=CC=CC=2)C2C=CC=CC=2)=CC=1.O.CO.C1(C)C=CC=CC=1. The product is [C:1]1([C:7]2[CH:8]=[N:9][C:10]3[C:15]([C:16]=2[C:26]2[CH:31]=[CH:30][CH:29]=[CH:28][CH:27]=2)=[CH:14][CH:13]=[CH:12][C:11]=3[C:18]([F:21])([F:20])[F:19])[CH:6]=[CH:5][CH:4]=[CH:3][CH:2]=1. The yield is 0.590. (8) The reactants are [NH2:1][C:2]1[CH:3]=[CH:4][C:5]([O:11][C:12](=[O:15])[CH2:13][CH3:14])=[C:6]([CH:10]=1)[C:7]([OH:9])=[O:8].[F:16][C:17]1[C:24]([F:25])=[C:23]([C:26]([F:29])([F:28])[F:27])[C:22]([F:30])=[C:21]([F:31])[C:18]=1[CH2:19]Br. The catalyst is [I-].C([N+](CCCC)(CCCC)CCCC)CCC.CN(C=O)C. The product is [C:12]([O:11][C:5]1[CH:4]=[CH:3][C:2]([NH:1][CH2:19][C:18]2[C:21]([F:31])=[C:22]([F:30])[C:23]([C:26]([F:27])([F:29])[F:28])=[C:24]([F:25])[C:17]=2[F:16])=[CH:10][C:6]=1[C:7]([OH:9])=[O:8])(=[O:15])[CH2:13][CH3:14]. The yield is 0.510. (9) The reactants are [C:1]1(=[O:8])[CH2:7][CH2:6][CH2:5][CH2:4][CH:3]=[CH:2]1.[C:9](=[O:16])([O:11][C:12]([CH3:15])([CH3:14])[CH3:13])[NH2:10].O.O.O.O.O.[N+]([O-])([O-])=O.[Bi+3].[N+]([O-])([O-])=O.[N+]([O-])([O-])=O.C(OCC)(=O)C. The catalyst is C(Cl)Cl.O. The product is [O:8]=[C:1]1[CH2:7][CH2:6][CH2:5][CH2:4][CH:3]([NH:10][C:9](=[O:16])[O:11][C:12]([CH3:15])([CH3:14])[CH3:13])[CH2:2]1. The yield is 0.559. (10) The reactants are [CH2:1]([O:3][C:4]([C:6]1([C:9]2[CH:14]=[CH:13][C:12]([C:15]3[CH:20]=[CH:19][C:18]([C:21]4[S:22][C:23]([F:29])=CC=4C(O)=O)=[CH:17][CH:16]=3)=[CH:11][CH:10]=2)[CH2:8][CH2:7]1)=[O:5])[CH3:2].C([N:32]([CH2:35][CH3:36])[CH2:33]C)C.C1(P(N=[N+]=[N-])(C2C=CC=CC=2)=[O:44])C=CC=CC=1.[F:54][C:55]1[CH:60]=[C:59]([F:61])[C:58]([F:62])=[CH:57][C:56]=1[CH:63]([OH:65])[CH3:64].[Cl-].[NH4+]. The catalyst is C1(C)C=CC=CC=1. The product is [CH2:1]([O:3][C:4]([C:6]1([C:9]2[CH:14]=[CH:13][C:12]([C:15]3[CH:16]=[CH:17][C:18]([C:21]4[S:22][C:23]([F:29])=[CH:36][C:35]=4[NH:32][C:33]([O:65][CH:63]([C:56]4[CH:57]=[C:58]([F:62])[C:59]([F:61])=[CH:60][C:55]=4[F:54])[CH3:64])=[O:44])=[CH:19][CH:20]=3)=[CH:11][CH:10]=2)[CH2:7][CH2:8]1)=[O:5])[CH3:2]. The yield is 0.770.